Dataset: Reaction yield outcomes from USPTO patents with 853,638 reactions. Task: Predict the reaction yield, written as a fraction of the theoretical maximum amount of product (1.0 means a 100% yield; for example, 0.34 means a 34% yield). (1) The reactants are [F:1][C:2]([F:14])([F:13])[S:3]([C:6]1[CH:12]=[CH:11][C:9]([NH2:10])=[CH:8][CH:7]=1)(=[O:5])=[O:4].C(N(CC)CC)C.[Cl-].ClC1N(C)CC[NH+]1C.[CH3:31][O:32][C:33]1[C:34](=[O:57])[C:35]([CH3:56])=[C:36]([CH2:42][C:43]2[C:44]([O:52][C:53](=[O:55])[CH3:54])=[C:45]([CH:49]=[CH:50][CH:51]=2)[C:46](O)=[O:47])[C:37](=[O:41])[C:38]=1[O:39][CH3:40]. The catalyst is C(Cl)Cl. The product is [CH3:31][O:32][C:33]1[C:34](=[O:57])[C:35]([CH3:56])=[C:36]([CH2:42][C:43]2[C:44]([O:52][C:53](=[O:55])[CH3:54])=[C:45]([CH:49]=[CH:50][CH:51]=2)[C:46]([NH:10][C:9]2[CH:11]=[CH:12][C:6]([S:3]([C:2]([F:13])([F:1])[F:14])(=[O:4])=[O:5])=[CH:7][CH:8]=2)=[O:47])[C:37](=[O:41])[C:38]=1[O:39][CH3:40]. The yield is 0.270. (2) The reactants are [CH2:1]([O:4][C:5]1([CH3:46])[CH2:10][CH2:9][N:8]([C:11]2[N:16]3[CH:17]=[C:18]([C:20]4[CH:21]=[C:22]([C:26]5[C:31]([OH:32])=[CH:30][C:29]([CH3:33])=[CH:28][C:27]=5[F:34])[CH:23]=[CH:24][CH:25]=4)[N:19]=[C:15]3[CH:14]=[C:13]([CH3:35])[C:12]=2[C@H:36]([O:41][C:42]([CH3:45])([CH3:44])[CH3:43])[C:37]([O:39][CH3:40])=[O:38])[CH2:7][CH2:6]1)[CH:2]=[CH2:3].C(O[C:51]1(C)[CH2:56][CH2:55]N(C2N3C=C(C4C=C(C5C=C(C)C=CC=5O[C@H](CC=C)C)C=CC=4)N=C3C=C(C)C=2[C@H](OC(C)(C)C)C(OC)=O)[CH2:53][CH2:52]1)C=C. No catalyst specified. The product is [C:42]([O:41][C@@H:36]([C:12]1[C:13]([CH3:35])=[CH:14][C:15]2[N:16]([CH:17]=[C:18]([C:20]3[CH:25]=[CH:24][CH:23]=[C:22]([C:26]4[C:31]([O:32][C@H:56]([CH2:51][CH:52]=[CH2:53])[CH3:55])=[CH:30][C:29]([CH3:33])=[CH:28][C:27]=4[F:34])[CH:21]=3)[N:19]=2)[C:11]=1[N:8]1[CH2:7][CH2:6][C:5]([CH3:46])([O:4][CH2:1][CH:2]=[CH2:3])[CH2:10][CH2:9]1)[C:37]([O:39][CH3:40])=[O:38])([CH3:45])([CH3:44])[CH3:43]. The yield is 0.900.